This data is from NCI-60 drug combinations with 297,098 pairs across 59 cell lines. The task is: Regression. Given two drug SMILES strings and cell line genomic features, predict the synergy score measuring deviation from expected non-interaction effect. (1) Drug 1: CC1C(C(=O)NC(C(=O)N2CCCC2C(=O)N(CC(=O)N(C(C(=O)O1)C(C)C)C)C)C(C)C)NC(=O)C3=C4C(=C(C=C3)C)OC5=C(C(=O)C(=C(C5=N4)C(=O)NC6C(OC(=O)C(N(C(=O)CN(C(=O)C7CCCN7C(=O)C(NC6=O)C(C)C)C)C)C(C)C)C)N)C. Drug 2: C1CN1C2=NC(=NC(=N2)N3CC3)N4CC4. Cell line: SNB-75. Synergy scores: CSS=15.1, Synergy_ZIP=-5.82, Synergy_Bliss=2.26, Synergy_Loewe=1.07, Synergy_HSA=1.83. (2) Drug 1: C1CC(C1)(C(=O)O)C(=O)O.[NH2-].[NH2-].[Pt+2]. Drug 2: CS(=O)(=O)CCNCC1=CC=C(O1)C2=CC3=C(C=C2)N=CN=C3NC4=CC(=C(C=C4)OCC5=CC(=CC=C5)F)Cl. Cell line: OVCAR3. Synergy scores: CSS=23.1, Synergy_ZIP=-4.81, Synergy_Bliss=-1.76, Synergy_Loewe=0.0418, Synergy_HSA=1.71. (3) Drug 1: CCC1(CC2CC(C3=C(CCN(C2)C1)C4=CC=CC=C4N3)(C5=C(C=C6C(=C5)C78CCN9C7C(C=CC9)(C(C(C8N6C=O)(C(=O)OC)O)OC(=O)C)CC)OC)C(=O)OC)O.OS(=O)(=O)O. Drug 2: C1CC(C1)(C(=O)O)C(=O)O.[NH2-].[NH2-].[Pt+2]. Cell line: UACC-257. Synergy scores: CSS=12.5, Synergy_ZIP=-5.74, Synergy_Bliss=-2.03, Synergy_Loewe=-9.63, Synergy_HSA=-1.23. (4) Drug 1: CCCS(=O)(=O)NC1=C(C(=C(C=C1)F)C(=O)C2=CNC3=C2C=C(C=N3)C4=CC=C(C=C4)Cl)F. Drug 2: CC1C(C(=O)NC(C(=O)N2CCCC2C(=O)N(CC(=O)N(C(C(=O)O1)C(C)C)C)C)C(C)C)NC(=O)C3=C4C(=C(C=C3)C)OC5=C(C(=O)C(=C(C5=N4)C(=O)NC6C(OC(=O)C(N(C(=O)CN(C(=O)C7CCCN7C(=O)C(NC6=O)C(C)C)C)C)C(C)C)C)N)C. Cell line: SNB-75. Synergy scores: CSS=16.5, Synergy_ZIP=13.0, Synergy_Bliss=15.5, Synergy_Loewe=14.6, Synergy_HSA=14.0. (5) Drug 1: C1C(C(OC1N2C=C(C(=O)NC2=O)F)CO)O. Drug 2: CC(C)NC(=O)C1=CC=C(C=C1)CNNC.Cl. Cell line: HOP-62. Synergy scores: CSS=5.61, Synergy_ZIP=0.856, Synergy_Bliss=2.54, Synergy_Loewe=-4.30, Synergy_HSA=-0.478. (6) Drug 1: C1=CC(=C2C(=C1NCCNCCO)C(=O)C3=C(C=CC(=C3C2=O)O)O)NCCNCCO. Drug 2: CCC1(CC2CC(C3=C(CCN(C2)C1)C4=CC=CC=C4N3)(C5=C(C=C6C(=C5)C78CCN9C7C(C=CC9)(C(C(C8N6C=O)(C(=O)OC)O)OC(=O)C)CC)OC)C(=O)OC)O.OS(=O)(=O)O. Cell line: SF-295. Synergy scores: CSS=64.0, Synergy_ZIP=2.78, Synergy_Bliss=5.62, Synergy_Loewe=5.61, Synergy_HSA=8.01. (7) Drug 1: CC1=C(C=C(C=C1)NC(=O)C2=CC=C(C=C2)CN3CCN(CC3)C)NC4=NC=CC(=N4)C5=CN=CC=C5. Drug 2: COC1=C2C(=CC3=C1OC=C3)C=CC(=O)O2. Cell line: OVCAR3. Synergy scores: CSS=0.132, Synergy_ZIP=-0.512, Synergy_Bliss=-5.53, Synergy_Loewe=0.612, Synergy_HSA=-5.74. (8) Drug 1: CCCCCOC(=O)NC1=NC(=O)N(C=C1F)C2C(C(C(O2)C)O)O. Drug 2: C1CCC(C(C1)N)N.C(=O)(C(=O)[O-])[O-].[Pt+4]. Cell line: OVCAR-8. Synergy scores: CSS=22.7, Synergy_ZIP=0.357, Synergy_Bliss=0.950, Synergy_Loewe=-22.5, Synergy_HSA=-3.54.